The task is: Predict the product of the given reaction.. This data is from Forward reaction prediction with 1.9M reactions from USPTO patents (1976-2016). (1) Given the reactants CN1C(=O)C(C)([N:9]2[C:17](=[O:18])[C:16]3[C:11](=[C:12]([F:22])[C:13]([F:21])=[C:14]([F:20])[C:15]=3[F:19])[C:10]2=[O:23])C(=O)NC1=O.Cl.[CH3:28][CH:29]1[C:34](=[O:35])[NH:33][C:32](=[O:36])[NH:31][C:30]1=[O:37].N[CH:39]1[C:44](=O)N(C(C)C)C(=O)N[C:40]1=O, predict the reaction product. The product is: [CH:39]([N:31]1[C:30](=[O:37])[C:29]([CH3:28])([N:9]2[C:10](=[O:23])[C:11]3[C:16](=[C:15]([F:19])[C:14]([F:20])=[C:13]([F:21])[C:12]=3[F:22])[C:17]2=[O:18])[C:34](=[O:35])[NH:33][C:32]1=[O:36])([CH3:44])[CH3:40]. (2) Given the reactants [NH2:1][C:2]1[CH:3]=[CH:4][C:5]([O:8][CH3:9])=[N:6][CH:7]=1.[CH3:10][C:11]1([CH3:19])[O:16][C:15](=[O:17])[CH2:14][C:13](=[O:18])[O:12]1.[CH2:20](OC(OCC)OCC)C, predict the reaction product. The product is: [CH3:9][O:8][C:5]1[N:6]=[CH:7][C:2]([NH:1][CH:20]=[C:14]2[C:15](=[O:17])[O:16][C:11]([CH3:19])([CH3:10])[O:12][C:13]2=[O:18])=[CH:3][CH:4]=1. (3) The product is: [ClH:30].[CH3:1][C:2]1[CH:3]=[C:4]([CH3:29])[C:5]2[C:6]([N:28]=1)=[N:7][N:10]1[C:11]([CH:15]3[CH2:20][CH2:19][NH:18][CH2:17][CH2:16]3)=[CH:12][C:13](=[O:14])[NH:8][C:9]=21. Given the reactants [CH3:1][C:2]1[CH:3]=[C:4]([CH3:29])[C:5]2[C:6]([N:28]=1)=[N:7][N:8]1[C:13](=[O:14])[CH:12]=[C:11]([CH:15]3[CH2:20][CH2:19][N:18](C(OC(C)(C)C)=O)[CH2:17][CH2:16]3)[NH:10][C:9]=21.[ClH:30], predict the reaction product. (4) Given the reactants [CH3:1][O:2][C:3]1[CH:8]=[CH:7][C:6]([NH:9][NH2:10])=[CH:5][CH:4]=1.[CH3:11][O:12][C:13](OC)=[CH:14][C:15]#[N:16], predict the reaction product. The product is: [CH3:11][O:12][C:13]1[CH:14]=[C:15]([NH2:16])[N:9]([C:6]2[CH:7]=[CH:8][C:3]([O:2][CH3:1])=[CH:4][CH:5]=2)[N:10]=1. (5) Given the reactants Cl[C:2]1[N:7]=[CH:6][C:5]2[O:8][C:9]3[C:14]([C@@:15]4([CH2:19][S:18][C:17]([NH:20][C:21](=[O:27])[O:22][C:23]([CH3:26])([CH3:25])[CH3:24])=[N:16]4)[C:4]=2[CH:3]=1)=[CH:13][C:12]([C:28]1[C:29]([F:34])=[N:30][CH:31]=[CH:32][CH:33]=1)=[CH:11][CH:10]=3.Cl.[F:36][C:37]1([F:42])[CH2:41][CH2:40][NH:39][CH2:38]1.C[Si]([N-][Si](C)(C)C)(C)C.[Li+], predict the reaction product. The product is: [F:36][C:37]1([F:42])[CH2:41][CH2:40][N:39]([C:2]2[N:7]=[CH:6][C:5]3[O:8][C:9]4[C:14]([C@@:15]5([CH2:19][S:18][C:17]([NH:20][C:21](=[O:27])[O:22][C:23]([CH3:24])([CH3:25])[CH3:26])=[N:16]5)[C:4]=3[CH:3]=2)=[CH:13][C:12]([C:28]2[C:29]([F:34])=[N:30][CH:31]=[CH:32][CH:33]=2)=[CH:11][CH:10]=4)[CH2:38]1.